Dataset: Catalyst prediction with 721,799 reactions and 888 catalyst types from USPTO. Task: Predict which catalyst facilitates the given reaction. Reactant: [F:1][C:2]([F:45])([F:44])[C:3]1[CH:4]=[C:5]([C@H:13]([O:15][C@H:16]2[CH2:21][CH2:20][N:19]([C:22]([C@H:24]3[CH2:29][CH2:28][C@H:27]([NH:30]C(=O)OC(C)(C)C)[CH2:26][CH2:25]3)=[O:23])[CH2:18][C@H:17]2[C:38]2[CH:43]=[CH:42][CH:41]=[CH:40][CH:39]=2)[CH3:14])[CH:6]=[C:7]([C:9]([F:12])([F:11])[F:10])[CH:8]=1.[ClH:46].C(OCC)(=O)C. Product: [ClH:46].[F:45][C:2]([F:1])([F:44])[C:3]1[CH:4]=[C:5]([C@H:13]([O:15][C@H:16]2[CH2:21][CH2:20][N:19]([C:22]([C@H:24]3[CH2:25][CH2:26][C@H:27]([NH2:30])[CH2:28][CH2:29]3)=[O:23])[CH2:18][C@H:17]2[C:38]2[CH:39]=[CH:40][CH:41]=[CH:42][CH:43]=2)[CH3:14])[CH:6]=[C:7]([C:9]([F:10])([F:12])[F:11])[CH:8]=1. The catalyst class is: 5.